Dataset: Catalyst prediction with 721,799 reactions and 888 catalyst types from USPTO. Task: Predict which catalyst facilitates the given reaction. (1) Reactant: [F:1][CH:2]([F:34])[O:3][C:4]1[CH:9]=[CH:8][C:7]([NH:10][C:11]2[N:12]=[N:13][C:14](/[CH:17]=[CH:18]/[C:19]3[CH:20]=[C:21]4[C:25](=[CH:26][CH:27]=3)[N:24]([CH:28]3[CH2:33][CH2:32][CH2:31][CH2:30][O:29]3)[N:23]=[CH:22]4)=[CH:15][CH:16]=2)=[CH:6][CH:5]=1. Product: [F:34][CH:2]([F:1])[O:3][C:4]1[CH:9]=[CH:8][C:7]([NH:10][C:11]2[N:12]=[N:13][C:14]([CH2:17][CH2:18][C:19]3[CH:20]=[C:21]4[C:25](=[CH:26][CH:27]=3)[N:24]([CH:28]3[CH2:33][CH2:32][CH2:31][CH2:30][O:29]3)[N:23]=[CH:22]4)=[CH:15][CH:16]=2)=[CH:6][CH:5]=1. The catalyst class is: 78. (2) Reactant: C[O:2][C:3](=[O:40])[CH2:4][C@H:5]1[C:9]2[CH:10]=[CH:11][C:12]([O:14][C@H:15]3[C:23]4[C:18](=[C:19]([O:25][C:26]5[CH:31]=[C:30]([O:32][CH2:33][CH2:34][C:35]([OH:38])([CH3:37])[CH3:36])[CH:29]=[CH:28][C:27]=5[F:39])[CH:20]=[CH:21][C:22]=4[F:24])[CH2:17][CH2:16]3)=[CH:13][C:8]=2[O:7][CH2:6]1.[OH-].[K+]. Product: [F:24][C:22]1[CH:21]=[CH:20][C:19]([O:25][C:26]2[CH:31]=[C:30]([O:32][CH2:33][CH2:34][C:35]([OH:38])([CH3:37])[CH3:36])[CH:29]=[CH:28][C:27]=2[F:39])=[C:18]2[C:23]=1[C@H:15]([O:14][C:12]1[CH:11]=[CH:10][C:9]3[C@H:5]([CH2:4][C:3]([OH:40])=[O:2])[CH2:6][O:7][C:8]=3[CH:13]=1)[CH2:16][CH2:17]2. The catalyst class is: 8. (3) Reactant: [Br:1][C:2]1[N:7]=[CH:6][C:5]([OH:8])=[CH:4][CH:3]=1.C(=O)([O-])[O-].[K+].[K+].Br[CH2:16][CH:17]1[CH2:19][CH2:18]1. Product: [Br:1][C:2]1[CH:3]=[CH:4][C:5]([O:8][CH2:16][CH:17]2[CH2:19][CH2:18]2)=[CH:6][N:7]=1. The catalyst class is: 39. (4) Reactant: [OH:1][CH:2]([C:28]1[CH:33]=[CH:32][C:31]([CH3:34])=[CH:30][CH:29]=1)[C:3]1[S:7][C:6]([C:8]2[CH:13]=[CH:12][C:11]([CH2:14][CH2:15][C:16]3([NH:24][C:25](=[O:27])[CH3:26])[CH2:21][O:20][C:19]([CH3:23])([CH3:22])[O:18][CH2:17]3)=[CH:10][CH:9]=2)=[CH:5][CH:4]=1.C1(C)C=CC([Bi](Cl)(Cl)(C2C=CC(C)=CC=2)C2C=CC(C)=CC=2)=CC=1.N12CCCN=C1CCCCC2.C(Cl)(Cl)Cl. Product: [CH3:22][C:19]1([CH3:23])[O:18][CH2:17][C:16]([NH:24][C:25](=[O:27])[CH3:26])([CH2:15][CH2:14][C:11]2[CH:10]=[CH:9][C:8]([C:6]3[S:7][C:3]([C:2](=[O:1])[C:28]4[CH:33]=[CH:32][C:31]([CH3:34])=[CH:30][CH:29]=4)=[CH:4][CH:5]=3)=[CH:13][CH:12]=2)[CH2:21][O:20]1. The catalyst class is: 2.